From a dataset of Plasma protein binding rate (PPBR) regression data from AstraZeneca. Regression/Classification. Given a drug SMILES string, predict its absorption, distribution, metabolism, or excretion properties. Task type varies by dataset: regression for continuous measurements (e.g., permeability, clearance, half-life) or binary classification for categorical outcomes (e.g., BBB penetration, CYP inhibition). For this dataset (ppbr_az), we predict Y. The drug is NC1=NC(c2cccc(-c3cncnc3)c2)(c2ccnc(C3CC3)c2)c2cccc(F)c21. The Y is 98.5 %.